Dataset: Peptide-MHC class II binding affinity with 134,281 pairs from IEDB. Task: Regression. Given a peptide amino acid sequence and an MHC pseudo amino acid sequence, predict their binding affinity value. This is MHC class II binding data. (1) The peptide sequence is VCGMFTNRSGSQQWR. The MHC is DRB1_1101 with pseudo-sequence DRB1_1101. The binding affinity (normalized) is 0.290. (2) The peptide sequence is RTLILLMLTNPTKRN. The MHC is DRB1_0405 with pseudo-sequence DRB1_0405. The binding affinity (normalized) is 0.925. (3) The peptide sequence is RNVRFSDEGGFTCFF. The MHC is DRB3_0101 with pseudo-sequence DRB3_0101. The binding affinity (normalized) is 0.421. (4) The peptide sequence is SGHVIPACKNLSPSA. The MHC is HLA-DPA10301-DPB10402 with pseudo-sequence HLA-DPA10301-DPB10402. The binding affinity (normalized) is 0.